Dataset: Acute oral toxicity (LD50) regression data from Zhu et al.. Task: Regression/Classification. Given a drug SMILES string, predict its toxicity properties. Task type varies by dataset: regression for continuous values (e.g., LD50, hERG inhibition percentage) or binary classification for toxic/non-toxic outcomes (e.g., AMES mutagenicity, cardiotoxicity, hepatotoxicity). Dataset: ld50_zhu. The molecule is CCOP(=S)(CC)Sc1ccccc1. The rat oral LD50 is 4.91, given as -log10 of the dose in mol/kg body weight (higher means more acutely toxic).